From a dataset of NCI-60 drug combinations with 297,098 pairs across 59 cell lines. Regression. Given two drug SMILES strings and cell line genomic features, predict the synergy score measuring deviation from expected non-interaction effect. (1) Drug 1: CC1=C(C=C(C=C1)NC2=NC=CC(=N2)N(C)C3=CC4=NN(C(=C4C=C3)C)C)S(=O)(=O)N.Cl. Drug 2: C(=O)(N)NO. Cell line: HT29. Synergy scores: CSS=3.85, Synergy_ZIP=-1.37, Synergy_Bliss=1.36, Synergy_Loewe=-1.46, Synergy_HSA=-1.47. (2) Drug 1: CCCS(=O)(=O)NC1=C(C(=C(C=C1)F)C(=O)C2=CNC3=C2C=C(C=N3)C4=CC=C(C=C4)Cl)F. Drug 2: C1C(C(OC1N2C=NC3=C(N=C(N=C32)Cl)N)CO)O. Cell line: COLO 205. Synergy scores: CSS=48.4, Synergy_ZIP=-0.0185, Synergy_Bliss=-0.328, Synergy_Loewe=-6.62, Synergy_HSA=0.497. (3) Drug 1: C1=CC(=CC=C1CC(C(=O)O)N)N(CCCl)CCCl.Cl. Drug 2: CN(C(=O)NC(C=O)C(C(C(CO)O)O)O)N=O. Cell line: MALME-3M. Synergy scores: CSS=-3.20, Synergy_ZIP=-3.94, Synergy_Bliss=-4.51, Synergy_Loewe=-14.1, Synergy_HSA=-6.21.